Dataset: Reaction yield outcomes from USPTO patents with 853,638 reactions. Task: Predict the reaction yield, written as a fraction of the theoretical maximum amount of product (1.0 means a 100% yield; for example, 0.34 means a 34% yield). The reactants are [C:1]1([C@H:7]2[C@H:16]3[CH2:17][CH2:18][N:19]([C:20]([C@H:22]4[CH2:27][CH2:26][CH2:25][CH2:24][C@H:23]4[NH:28]C(=O)OC(C)(C)C)=[O:21])[C@H:15]3[C:14]3[CH:13]=[CH:12][CH:11]=[CH:10][C:9]=3[NH:8]2)[CH:6]=[CH:5][CH:4]=[CH:3][CH:2]=1.[ClH:36]. The catalyst is C(OCC)(=O)C.CO. The product is [ClH:36].[ClH:36].[C:1]1([C@H:7]2[C@H:16]3[CH2:17][CH2:18][N:19]([C:20]([C@H:22]4[CH2:27][CH2:26][CH2:25][CH2:24][C@H:23]4[NH2:28])=[O:21])[C@H:15]3[C:14]3[CH:13]=[CH:12][CH:11]=[CH:10][C:9]=3[NH:8]2)[CH:6]=[CH:5][CH:4]=[CH:3][CH:2]=1. The yield is 0.900.